From a dataset of Full USPTO retrosynthesis dataset with 1.9M reactions from patents (1976-2016). Predict the reactants needed to synthesize the given product. (1) The reactants are: C([O:3][C:4]1[C:9](=[O:10])[N:8]([CH3:11])[C:7]([C:12]2[CH:16]=[CH:15][S:14][CH:13]=2)=[N:6][C:5]=1[C:17]([O:19]CC)=[O:18])C. Given the product [OH:3][C:4]1[C:9](=[O:10])[N:8]([CH3:11])[C:7]([C:12]2[CH:16]=[CH:15][S:14][CH:13]=2)=[N:6][C:5]=1[C:17]([OH:19])=[O:18], predict the reactants needed to synthesize it. (2) The reactants are: [NH:1]([C:3]1[N:12]=[CH:11][CH:10]=[C:9]2[C:4]=1[CH:5]=[C:6]([C:37]1[CH:42]=[CH:41][CH:40]=[CH:39][CH:38]=1)[C:7]([C:13]1[CH:18]=[CH:17][C:16]([CH2:19][N:20]3[CH2:25][CH2:24][CH:23]([C:26]4[N:30]=[C:29]([C:31]5[CH:36]=[CH:35][CH:34]=[CH:33][N:32]=5)[NH:28][N:27]=4)[CH2:22][CH2:21]3)=[CH:15][CH:14]=1)=[N:8]2)[NH2:2].[C:43](OC)(OC)(OC)[CH3:44]. Given the product [CH3:43][C:44]1[N:12]2[C:3]([C:4]3[CH:5]=[C:6]([C:37]4[CH:38]=[CH:39][CH:40]=[CH:41][CH:42]=4)[C:7]([C:13]4[CH:18]=[CH:17][C:16]([CH2:19][N:20]5[CH2:21][CH2:22][CH:23]([C:26]6[N:30]=[C:29]([C:31]7[CH:36]=[CH:35][CH:34]=[CH:33][N:32]=7)[NH:28][N:27]=6)[CH2:24][CH2:25]5)=[CH:15][CH:14]=4)=[N:8][C:9]=3[CH:10]=[CH:11]2)=[N:1][N:2]=1, predict the reactants needed to synthesize it. (3) Given the product [CH2:1]([O:8][C:9]1[C:14]([B:20]2[O:21][C:22]([CH3:24])([CH3:23])[C:18]([CH3:34])([CH3:17])[O:19]2)=[C:13]([CH3:16])[CH:12]=[CH:11][N:10]=1)[C:2]1[CH:7]=[CH:6][CH:5]=[CH:4][CH:3]=1, predict the reactants needed to synthesize it. The reactants are: [CH2:1]([O:8][C:9]1[C:14](Br)=[C:13]([CH3:16])[CH:12]=[CH:11][N:10]=1)[C:2]1[CH:7]=[CH:6][CH:5]=[CH:4][CH:3]=1.[CH3:17][C:18]1([CH3:34])[C:22]([CH3:24])([CH3:23])[O:21][B:20]([B:20]2[O:21][C:22]([CH3:24])([CH3:23])[C:18]([CH3:34])([CH3:17])[O:19]2)[O:19]1.C([O-])(=O)C.[K+]. (4) Given the product [OH:29][C@H:24]1[CH2:25][CH2:26][CH2:27][CH2:28][C@@H:23]1[N:13]1[C:12](=[O:30])[C:11]2[C:16](=[C:17]3[CH:22]=[CH:21][N:20]=[CH:19][C:18]3=[C:9]([CH2:8][C:5]3[CH:6]=[N:7][C:2]([C:36]4[CH:41]=[N:40][CH:39]=[CH:38][N:37]=4)=[CH:3][CH:4]=3)[CH:10]=2)[N:15]=[CH:14]1, predict the reactants needed to synthesize it. The reactants are: Cl[C:2]1[N:7]=[CH:6][C:5]([CH2:8][C:9]2[CH:10]=[C:11]3[C:16](=[C:17]4[CH:22]=[CH:21][N:20]=[CH:19][C:18]=24)[N:15]=[CH:14][N:13]([C@H:23]2[CH2:28][CH2:27][CH2:26][CH2:25][C@@H:24]2[OH:29])[C:12]3=[O:30])=[CH:4][CH:3]=1.C([Sn](CCCC)(CCCC)[C:36]1[CH:41]=[N:40][CH:39]=[CH:38][N:37]=1)CCC. (5) Given the product [CH3:4][N:5]([CH3:6])[C:2]1[C:15]2[C:6](=[C:7]3[C:12](=[CH:13][CH:14]=2)[C:11]([N:8]([CH3:9])[CH3:7])=[CH:10][CH:9]=[N:8]3)[N:5]=[CH:4][CH:3]=1, predict the reactants needed to synthesize it. The reactants are: Cl[C:2]1[C:15]2[C:6](=[C:7]3[C:12](=[CH:13][CH:14]=2)[C:11](Cl)=[CH:10][CH:9]=[N:8]3)[N:5]=[CH:4][CH:3]=1. (6) The reactants are: [NH2:1][C:2]1[CH:3]=[N:4][N:5]([CH2:21][C:22]([F:25])([F:24])[F:23])[C:6]=1[N:7]1[CH2:12][CH2:11][N:10]([C:13]([O:15][C:16]([CH3:19])([CH3:18])[CH3:17])=[O:14])[CH:9]([CH3:20])[CH2:8]1.[C:26]([O:30][C:31]([NH:33][C:34]1[S:38][C:37]([C:39]2[C:44]([F:45])=[CH:43][CH:42]=[CH:41][C:40]=2[F:46])=[N:36][C:35]=1[C:47](O)=[O:48])=[O:32])([CH3:29])([CH3:28])[CH3:27].CN(C(ON1N=NC2C=CC=NC1=2)=[N+](C)C)C.F[P-](F)(F)(F)(F)F.O. Given the product [C:26]([O:30][C:31]([NH:33][C:34]1[S:38][C:37]([C:39]2[C:44]([F:45])=[CH:43][CH:42]=[CH:41][C:40]=2[F:46])=[N:36][C:35]=1[C:47]([NH:1][C:2]1[CH:3]=[N:4][N:5]([CH2:21][C:22]([F:24])([F:25])[F:23])[C:6]=1[N:7]1[CH2:12][CH2:11][N:10]([C:13]([O:15][C:16]([CH3:19])([CH3:17])[CH3:18])=[O:14])[CH:9]([CH3:20])[CH2:8]1)=[O:48])=[O:32])([CH3:29])([CH3:27])[CH3:28], predict the reactants needed to synthesize it. (7) Given the product [CH3:27][C:22]1[CH:23]=[CH:24][CH:25]=[CH:26][C:21]=1[N:18]1[C:19](=[O:20])[C:9]2=[CH:8][N:7]([CH2:6][C:5]3[CH:4]=[CH:3][C:2]([NH:1][S:36]([CH3:35])(=[O:38])=[O:37])=[CH:29][CH:28]=3)[C:16]3[CH:15]=[CH:14][CH:13]=[CH:12][C:11]=3[C:10]2=[N:17]1, predict the reactants needed to synthesize it. The reactants are: [NH2:1][C:2]1[CH:29]=[CH:28][C:5]([CH2:6][N:7]2[C:16]3[CH:15]=[CH:14][CH:13]=[CH:12][C:11]=3[C:10]3=[N:17][N:18]([C:21]4[CH:26]=[CH:25][CH:24]=[CH:23][C:22]=4[CH3:27])[C:19](=[O:20])[C:9]3=[CH:8]2)=[CH:4][CH:3]=1.C(=O)(O)[O-].[Na+].[CH3:35][S:36](Cl)(=[O:38])=[O:37].[Cl-].[NH4+]. (8) Given the product [CH3:4][C:1]([O:5][C:6](=[O:7])[NH:8][C@@H:9]([CH2:10][C:11]1[CH:12]=[CH:13][CH:14]=[CH:15][CH:16]=1)[C:25]([NH:32][C:28]([CH3:31])([CH3:30])[CH3:29])=[O:27])([CH3:2])[CH3:3], predict the reactants needed to synthesize it. The reactants are: [C:1]([O:5][C:6]([NH:8][C@H:9]([C:25]([OH:27])=O)[CH2:10][C:11]1[CH:16]=[CH:15][C:14](OCC2C=CC=CC=2)=[CH:13][CH:12]=1)=[O:7])([CH3:4])([CH3:3])[CH3:2].[C:28]([NH2:32])([CH3:31])([CH3:30])[CH3:29]. (9) Given the product [NH2:35][CH2:34][CH2:33][N:14]([CH2:13][C:12]1[CH:11]=[CH:10][C:9]([Cl:8])=[CH:44][CH:43]=1)[C:15](=[O:32])[C:16]1[CH:21]=[CH:20][C:19]([C:22]2[C:23]3[C@H:30]([CH3:31])[CH2:29][CH2:28][C:24]=3[N:25]=[CH:26][N:27]=2)=[CH:18][CH:17]=1, predict the reactants needed to synthesize it. The reactants are: C(O)(C(F)(F)F)=O.[Cl:8][C:9]1[CH:44]=[CH:43][C:12]([CH2:13][N:14]([CH2:33][CH2:34][NH:35]C(=O)OC(C)(C)C)[C:15](=[O:32])[C:16]2[CH:21]=[CH:20][C:19]([C:22]3[C:23]4[C@H:30]([CH3:31])[CH2:29][CH2:28][C:24]=4[N:25]=[CH:26][N:27]=3)=[CH:18][CH:17]=2)=[CH:11][CH:10]=1. (10) Given the product [NH2:18][C:17]1[N:8]([C:3]2[C:2]([Cl:1])=[CH:7][CH:6]=[CH:5][N:4]=2)[N:9]=[CH:13][C:14]=1[C:15]#[N:16], predict the reactants needed to synthesize it. The reactants are: [Cl:1][C:2]1[C:3]([NH:8][NH2:9])=[N:4][CH:5]=[CH:6][CH:7]=1.C(O[CH:13]=[C:14]([C:17]#[N:18])[C:15]#[N:16])C.